From a dataset of Catalyst prediction with 721,799 reactions and 888 catalyst types from USPTO. Predict which catalyst facilitates the given reaction. (1) Reactant: Br[C:2]1[CH:3]=[C:4]([C:16]([NH:18][CH2:19][C:20]2[C:21](=[O:28])[NH:22][C:23]([CH3:27])=[CH:24][C:25]=2[CH3:26])=[O:17])[C:5]2[CH:6]=[N:7][N:8]([CH:11]3[CH2:15][CH2:14][CH2:13][CH2:12]3)[C:9]=2[CH:10]=1.O[C:30]1[CH:31]=[C:32](B(O)O)[CH:33]=[CH:34][CH:35]=1.[C:39]([O-])([O-])=[O:40].[Na+].[Na+].C(Cl)Cl. Product: [CH:11]1([N:8]2[C:9]3[CH:10]=[C:2]([C:32]4[CH:33]=[CH:34][CH:35]=[C:30]([CH2:39][OH:40])[CH:31]=4)[CH:3]=[C:4]([C:16]([NH:18][CH2:19][C:20]4[C:21](=[O:28])[NH:22][C:23]([CH3:27])=[CH:24][C:25]=4[CH3:26])=[O:17])[C:5]=3[CH:6]=[N:7]2)[CH2:15][CH2:14][CH2:13][CH2:12]1. The catalyst class is: 77. (2) Reactant: [I:1][C:2]1[C:3]([O:22][CH3:23])=[CH:4][C:5]([CH:19]([CH3:21])[CH3:20])=[C:6]([O:8]S(C2C=CC(C)=CC=2)(=O)=O)[CH:7]=1.[OH-].[K+].Cl.CCCCCC. Product: [I:1][C:2]1[C:3]([O:22][CH3:23])=[CH:4][C:5]([CH:19]([CH3:21])[CH3:20])=[C:6]([OH:8])[CH:7]=1. The catalyst class is: 371. (3) Reactant: [C:1]([C:3]1[CH:4]=[C:5]2[C:10]([NH:11][C@@H:12]3[CH2:23][C@@H:15]4[CH2:16][N:17]([S:19]([CH3:22])(=[O:21])=[O:20])[CH2:18][C@@H:14]4[C@H:13]3[CH3:24])=[C:9]([C:25]([NH2:27])=[O:26])[CH:8]=[N:7][N:6]2[CH:28]=1)#[N:2].[N:29]([Sn](CCCC)(CCCC)CCCC)=[N+:30]=[N-:31]. Product: [CH3:24][C@@H:13]1[C@@H:14]2[C@@H:15]([CH2:16][N:17]([S:19]([CH3:22])(=[O:20])=[O:21])[CH2:18]2)[CH2:23][C@H:12]1[NH:11][C:10]1[C:5]2[N:6]([CH:28]=[C:3]([C:1]3[N:29]=[N:30][NH:31][N:2]=3)[CH:4]=2)[N:7]=[CH:8][C:9]=1[C:25]([NH2:27])=[O:26]. The catalyst class is: 60. (4) Reactant: [C:1]([O:5][C:6]([N:8]1[CH2:13][CH2:12][N:11]([C:14]2[CH:19]=[CH:18][C:17]([C:20]#[N:21])=[CH:16][C:15]=2[F:22])[CH2:10][CH2:9]1)=[O:7])([CH3:4])([CH3:3])[CH3:2].[NH2:23][OH:24].Cl.C([O-])([O-])=O.[Na+].[Na+]. Product: [C:1]([O:5][C:6]([N:8]1[CH2:13][CH2:12][N:11]([C:14]2[CH:19]=[CH:18][C:17]([C:20](=[NH:21])[NH:23][OH:24])=[CH:16][C:15]=2[F:22])[CH2:10][CH2:9]1)=[O:7])([CH3:4])([CH3:2])[CH3:3]. The catalyst class is: 14. (5) Reactant: [OH:1][C:2]1[CH:9]=[CH:8][C:5]([CH:6]=[O:7])=[CH:4][C:3]=1[O:10][CH3:11].C(=O)([O-])[O-].[K+].[K+].[Cl:18][C:19]1[CH:24]=[C:23]([C:25]([F:28])([F:27])[F:26])[CH:22]=[CH:21][C:20]=1F.O. Product: [Cl:18][C:19]1[CH:24]=[C:23]([C:25]([F:26])([F:27])[F:28])[CH:22]=[CH:21][C:20]=1[O:1][C:2]1[CH:9]=[CH:8][C:5]([CH:6]=[O:7])=[CH:4][C:3]=1[O:10][CH3:11]. The catalyst class is: 16. (6) Reactant: O[CH2:2][C:3]1[CH:4]=[C:5]([C:14]2[CH:15]=[C:16]([CH:19]=[CH:20][C:21]=2[O:22][C:23]([F:26])([F:25])[F:24])[CH:17]=[O:18])[C:6]2[O:10][CH2:9][C:8]([CH3:12])([CH3:11])[C:7]=2[CH:13]=1.[ClH:27]. Product: [Cl:27][CH2:2][C:3]1[CH:4]=[C:5]([C:14]2[CH:15]=[C:16]([CH:19]=[CH:20][C:21]=2[O:22][C:23]([F:26])([F:25])[F:24])[CH:17]=[O:18])[C:6]2[O:10][CH2:9][C:8]([CH3:12])([CH3:11])[C:7]=2[CH:13]=1. The catalyst class is: 11.